This data is from Catalyst prediction with 721,799 reactions and 888 catalyst types from USPTO. The task is: Predict which catalyst facilitates the given reaction. (1) Reactant: [Cl:1][C:2]1[CH:3]=[CH:4][C:5]([I:11])=[C:6]([CH:10]=1)[C:7](O)=[O:8].S(Cl)(Cl)=O.ClC1C=CC(I)=C(C=1)[C:22](Cl)=[O:23].[N:27]1C=CC=C[CH:28]=1. Product: [Cl:1][C:2]1[CH:3]=[CH:4][C:5]([I:11])=[C:6]([CH:10]=1)[C:7]([N:27]([O:23][CH3:22])[CH3:28])=[O:8]. The catalyst class is: 59. (2) Reactant: [CH2:1]([O:3][C:4]([C:6]1[N:7]=[CH:8][C:9]2[C:14]([C:15]=1[OH:16])=[CH:13][CH:12]=[C:11]([O:17][C:18]1[CH:23]=[CH:22][C:21]([F:24])=[CH:20][C:19]=1[Cl:25])[CH:10]=2)=[O:5])[CH3:2].C1C(=O)N([Br:33])C(=O)C1. Product: [CH2:1]([O:3][C:4]([C:6]1[N:7]=[C:8]([Br:33])[C:9]2[C:14]([C:15]=1[OH:16])=[CH:13][CH:12]=[C:11]([O:17][C:18]1[CH:23]=[CH:22][C:21]([F:24])=[CH:20][C:19]=1[Cl:25])[CH:10]=2)=[O:5])[CH3:2]. The catalyst class is: 2. (3) Product: [NH2:9][C:8]1[N:14]([CH:11]([CH3:13])[CH3:12])[N:15]=[CH:4][C:5]=1[C:6]#[N:7]. Reactant: C(O[CH:4]=[C:5]([C:8]#[N:9])[C:6]#[N:7])C.Cl.[CH:11]([NH:14][NH2:15])([CH3:13])[CH3:12].C(N(C(C)C)CC)(C)C. The catalyst class is: 14.